Dataset: Reaction yield outcomes from USPTO patents with 853,638 reactions. Task: Predict the reaction yield, written as a fraction of the theoretical maximum amount of product (1.0 means a 100% yield; for example, 0.34 means a 34% yield). (1) The reactants are [Cl:1][C:2]1[CH:40]=[CH:39][C:5]([O:6][C:7]2[CH:29]=[N:28][C:10]3[N:11]([CH3:27])[C:12](=[O:26])[N:13]([CH2:16][CH2:17][CH2:18][O:19][CH:20]4CCCC[O:21]4)[C:14](=[O:15])[C:9]=3[C:8]=2[CH:30]([C:32]2[CH:37]=[CH:36][C:35]([F:38])=[CH:34][CH:33]=2)O)=[CH:4][CH:3]=1. The catalyst is C(O)=O.[Zn]. The product is [Cl:1][C:2]1[CH:3]=[CH:4][C:5]([O:6][C:7]2[CH:29]=[N:28][C:10]3[N:11]([CH3:27])[C:12](=[O:26])[N:13]([CH2:16][CH2:17][CH2:18][O:19][CH:20]=[O:21])[C:14](=[O:15])[C:9]=3[C:8]=2[CH2:30][C:32]2[CH:33]=[CH:34][C:35]([F:38])=[CH:36][CH:37]=2)=[CH:39][CH:40]=1. The yield is 1.00. (2) The reactants are [C:1]1([C:7]#[CH:8])[CH:6]=[CH:5][CH:4]=[CH:3][CH:2]=1.C([Li])CCC.C(#N)[C:15]1[CH:20]=[CH:19][CH:18]=[CH:17][CH:16]=1.CN(C)CCCCN(C)C.CCCCCCCCCCCCC. The catalyst is C1COCC1.[Zn+2].[Br-].[Br-]. The product is [C:1]1([C:7]#[C:8][C:15]2[CH:20]=[CH:19][CH:18]=[CH:17][CH:16]=2)[CH:6]=[CH:5][CH:4]=[CH:3][CH:2]=1. The yield is 0.730. (3) The yield is 0.570. The catalyst is C(O)C. The product is [Cl:1][C:2]1[CH:3]=[CH:4][C:5]2[N:6]([CH:10]=[CH:11][N:8]=2)[N:7]=1. The reactants are [Cl:1][CH:2]1[NH:7][NH:6][CH:5]([NH2:8])[CH2:4][CH2:3]1.Br[CH2:10][CH:11](OC)OC.Br. (4) The reactants are [CH:1]12[NH:8][CH:5]([CH2:6][CH2:7]1)[CH2:4][C:3]([C:9]1[C:17]3[C:12](=[CH:13][CH:14]=[CH:15][CH:16]=3)[NH:11][CH:10]=1)=[CH:2]2.Cl[CH2:19][CH2:20][O:21][C:22]1[CH:30]=[CH:29][CH:28]=[C:27]2[C:23]=1[CH:24]=[CH:25][NH:26]2.C([O-])([O-])=O.[K+].[K+]. The catalyst is CC#N. The product is [NH:26]1[C:27]2[C:23](=[C:22]([O:21][CH2:20][CH2:19][N:8]3[CH:5]4[CH2:6][CH2:7][CH:1]3[CH:2]=[C:3]([C:9]3[C:17]5[C:12](=[CH:13][CH:14]=[CH:15][CH:16]=5)[NH:11][CH:10]=3)[CH2:4]4)[CH:30]=[CH:29][CH:28]=2)[CH:24]=[CH:25]1. The yield is 0.610. (5) The reactants are [NH2:1][C:2]1[CH:19]=[CH:18][C:5]([O:6][C:7]2[C:12]3[N:13]=[CH:14][C:15](=[O:17])[NH:16][C:11]=3[N:10]=[CH:9][CH:8]=2)=[CH:4][C:3]=1[S:20][CH3:21].[F:22][C:23]1[CH:28]=[CH:27][C:26]([C:29]([F:32])([F:31])[F:30])=[CH:25][C:24]=1[N:33]=[C:34]=[O:35]. No catalyst specified. The product is [F:22][C:23]1[CH:28]=[CH:27][C:26]([C:29]([F:32])([F:31])[F:30])=[CH:25][C:24]=1[NH:33][C:34]([NH:1][C:2]1[CH:19]=[CH:18][C:5]([O:6][C:7]2[C:12]3[N:13]=[CH:14][C:15](=[O:17])[NH:16][C:11]=3[N:10]=[CH:9][CH:8]=2)=[CH:4][C:3]=1[S:20][CH3:21])=[O:35]. The yield is 0.620. (6) The reactants are [CH2:1]([O:8][C:9]1[CH:14]=[C:13](Br)[CH:12]=[CH:11][C:10]=1[C:16]([CH3:19])([CH3:18])[CH3:17])[C:2]1[CH:7]=[CH:6][CH:5]=[CH:4][CH:3]=1.[CH3:20][C:21]1([CH3:37])[C:25]([CH3:27])([CH3:26])[O:24][B:23]([B:23]2[O:24][C:25]([CH3:27])([CH3:26])[C:21]([CH3:37])([CH3:20])[O:22]2)[O:22]1.CC([O-])=O.[K+].N#N.C1(P(C2CCCCC2)C2CCCCC2)CCCCC1. The catalyst is O1CCOCC1. The product is [CH2:1]([O:8][C:9]1[CH:14]=[C:13]([B:23]2[O:24][C:25]([CH3:27])([CH3:26])[C:21]([CH3:37])([CH3:20])[O:22]2)[CH:12]=[CH:11][C:10]=1[C:16]([CH3:19])([CH3:18])[CH3:17])[C:2]1[CH:7]=[CH:6][CH:5]=[CH:4][CH:3]=1. The yield is 0.240. (7) The reactants are [C:1]([NH:4][C:5]1[CH:14]=[C:13](Br)[CH:12]=[CH:11][C:6]=1[C:7]([O:9][CH3:10])=[O:8])(=[O:3])[CH3:2].[B:16]1([B:16]2[O:20][C:19]([CH3:22])([CH3:21])[C:18]([CH3:24])([CH3:23])[O:17]2)[O:20][C:19]([CH3:22])([CH3:21])[C:18]([CH3:24])([CH3:23])[O:17]1.CC([O-])=O.[K+].P(C1CCCCC1)(C1CCCCC1)C1CCCCC1. The catalyst is O1CCOCC1.C(OCC)(=O)C.C1C=CC(/C=C/C(/C=C/C2C=CC=CC=2)=O)=CC=1.C1C=CC(/C=C/C(/C=C/C2C=CC=CC=2)=O)=CC=1.C1C=CC(/C=C/C(/C=C/C2C=CC=CC=2)=O)=CC=1.[Pd].[Pd]. The product is [C:1]([NH:4][C:5]1[CH:14]=[C:13]([B:16]2[O:20][C:19]([CH3:22])([CH3:21])[C:18]([CH3:24])([CH3:23])[O:17]2)[CH:12]=[CH:11][C:6]=1[C:7]([O:9][CH3:10])=[O:8])(=[O:3])[CH3:2]. The yield is 0.700.